This data is from Cav3 T-type calcium channel HTS with 100,875 compounds. The task is: Binary Classification. Given a drug SMILES string, predict its activity (active/inactive) in a high-throughput screening assay against a specified biological target. (1) The drug is S(=O)(=O)(CC(=O)N1CCc2c(C1)cccc2)Cc1nc(oc1C)c1c(F)cccc1. The result is 1 (active). (2) The drug is O(c1nc(Nc2ccc(cc2)C)nc(N(C)C)n1)c1n[nH]c(=O)cc1. The result is 0 (inactive). (3) The molecule is s1c(C(Oc2c3ncccc3ccc2)=O)ccc1. The result is 0 (inactive). (4) The compound is O(c1c(CN(C(CC)c2n(nnn2)Cc2occc2)Cc2cc3c([nH]c2=O)ccc(c3)C)cccc1)C. The result is 0 (inactive). (5) The result is 0 (inactive). The compound is O(C(=O)N1C(CCC1)C(=O)Nc1cc(c(cc1)C)C)c1ccccc1. (6) The compound is O=C(Nc1ccccc1)Cc1ncccc1. The result is 0 (inactive). (7) The molecule is Clc1cc2c3ncnc(NCC4OCCC4)c3[nH]c2cc1. The result is 0 (inactive). (8) The molecule is S(=O)(=O)(N1CC(CCC1)C(=O)Nc1c2OCCOc2ccc1)c1ccc(NC(OC)=O)cc1. The result is 0 (inactive). (9) The drug is O=C(N(CC=C)CC=C)CCC(=O)N(CC=C)CC=C. The result is 0 (inactive).